This data is from Catalyst prediction with 721,799 reactions and 888 catalyst types from USPTO. The task is: Predict which catalyst facilitates the given reaction. (1) Reactant: [C:1]([O:5][C:6](=[O:35])[NH:7][C:8]1[S:9][C:10]2[CH2:19][CH2:18][C:17](Cl)([C:20]([F:23])([F:22])[F:21])[C:16]3[C:12](=[CH:13][N:14]([CH2:25][C:26]4[CH:31]=[CH:30][C:29]([O:32][CH3:33])=[CH:28][CH:27]=4)[N:15]=3)[C:11]=2[N:34]=1)([CH3:4])([CH3:3])[CH3:2].[Li+].[BH4-].O. Product: [C:1]([O:5][C:6](=[O:35])[NH:7][C:8]1[S:9][C:10]2[CH2:19][CH2:18][CH:17]([C:20]([F:21])([F:23])[F:22])[C:16]3[C:12](=[CH:13][N:14]([CH2:25][C:26]4[CH:27]=[CH:28][C:29]([O:32][CH3:33])=[CH:30][CH:31]=4)[N:15]=3)[C:11]=2[N:34]=1)([CH3:4])([CH3:2])[CH3:3]. The catalyst class is: 1. (2) Reactant: C([N:8]=[C:9]([NH:42]C(OC(C)(C)C)=O)[NH:10][C:11]1[CH:23]=[CH:22][C:21]2[C:20]3[C:15](=[CH:16][C:17]([NH:24][C:25]([NH:34]C(OC(C)(C)C)=O)=[N:26]C(OC(C)(C)C)=O)=[CH:18][CH:19]=3)[CH2:14][C:13]=2[CH:12]=1)(OC(C)(C)C)=O.[ClH:50]. Product: [ClH:50].[ClH:50].[NH:10]([C:11]1[CH:23]=[CH:22][C:21]2[C:20]3[C:15](=[CH:16][C:17]([NH:24][C:25]([NH2:34])=[NH:26])=[CH:18][CH:19]=3)[CH2:14][C:13]=2[CH:12]=1)[C:9]([NH2:42])=[NH:8]. The catalyst class is: 497. (3) The catalyst class is: 339. Reactant: Br[C:2]1[CH:3]=[C:4]([CH2:14][C:15]([O:17][CH2:18][CH3:19])=[O:16])[CH:5]=[C:6]([Cl:13])[C:7]=1[O:8][CH2:9][CH:10]1[CH2:12][CH2:11]1.[F:20][C:21]([F:32])([F:31])[C:22]1[CH:27]=[CH:26][C:25](B(O)O)=[CH:24][CH:23]=1.C(=O)([O-])[O-].[Cs+].[Cs+]. Product: [Cl:13][C:6]1[CH:5]=[C:4]([CH2:14][C:15]([O:17][CH2:18][CH3:19])=[O:16])[CH:3]=[C:2]([C:25]2[CH:26]=[CH:27][C:22]([C:21]([F:32])([F:31])[F:20])=[CH:23][CH:24]=2)[C:7]=1[O:8][CH2:9][CH:10]1[CH2:12][CH2:11]1. (4) Reactant: Br[C:2]([CH3:17])([CH3:16])[C:3]([C:5]1[CH:6]=[CH:7][C:8]2[O:13][CH2:12][C:11](=[O:14])[NH:10][C:9]=2[CH:15]=1)=O.[NH2:18][N:19]1[CH:23]=[N:22][N:21]=[C:20]1[SH:24]. Product: [CH3:16][C:2]1([CH3:17])[S:24][C:20]2=[N:21][N:22]=[CH:23][N:19]2[N:18]=[C:3]1[C:5]1[CH:6]=[CH:7][C:8]2[O:13][CH2:12][C:11](=[O:14])[NH:10][C:9]=2[CH:15]=1. The catalyst class is: 548. (5) Reactant: COC1C=C(OC)C=CC=1C[NH:6][C:7]1[C:8]2[S:15][CH:14]=[C:13]([C:16]([NH:18][C:19]3[CH:24]=[CH:23][CH:22]=[C:21]([NH:25][S:26]([CH2:29][CH2:30][CH3:31])(=[O:28])=[O:27])[C:20]=3[F:32])=[O:17])[C:9]=2[N:10]=[CH:11][N:12]=1. Product: [F:32][C:20]1[C:21]([NH:25][S:26]([CH2:29][CH2:30][CH3:31])(=[O:27])=[O:28])=[CH:22][CH:23]=[CH:24][C:19]=1[NH:18][C:16]([C:13]1[C:9]2[N:10]=[CH:11][N:12]=[C:7]([NH2:6])[C:8]=2[S:15][CH:14]=1)=[O:17]. The catalyst class is: 67. (6) Product: [Br:1][C:2]1[CH:3]=[CH:4][C:5]([C:8]2[NH:13][C:11](=[O:12])[N:10]([CH3:14])[N:9]=2)=[CH:6][CH:7]=1. Reactant: [Br:1][C:2]1[CH:7]=[CH:6][C:5](/[CH:8]=[N:9]/[N:10]([CH3:14])[C:11]([NH2:13])=[O:12])=[CH:4][CH:3]=1.BrBr.CCOCC. The catalyst class is: 52. (7) Product: [Cl:30][CH2:31][C:32]1[N:12]([CH2:13][CH2:14][NH:15][C:16](=[O:22])[O:17][C:18]([CH3:19])([CH3:21])[CH3:20])[C:11]2[C:10]3[CH:9]=[CH:8][CH:7]=[CH:6][C:5]=3[N:4]=[CH:3][C:2]=2[N:1]=1. The catalyst class is: 4. Reactant: [NH2:1][C:2]1[CH:3]=[N:4][C:5]2[C:10]([C:11]=1[NH:12][CH2:13][CH2:14][NH:15][C:16](=[O:22])[O:17][C:18]([CH3:21])([CH3:20])[CH3:19])=[CH:9][CH:8]=[CH:7][CH:6]=2.C(N(CC)CC)C.[Cl:30][CH2:31][C:32](Cl)=O. (8) Reactant: Cl.[Cl:2][C:3]1[CH:4]=[C:5]2[C:10](=[CH:11][C:12]=1[C:13]([CH3:17])([CH3:16])[CH2:14][NH2:15])[O:9][CH:8]([C:18]([F:21])([F:20])[F:19])[C:7]([C:22]([O:24][CH2:25][CH3:26])=[O:23])=[CH:6]2.[Cl:27][C:28]1[CH:36]=[CH:35][C:31]([C:32](Cl)=[O:33])=[CH:30][CH:29]=1.C(F)(F)(C(F)(F)C(F)(F)F)C(F)(F)C(F)(F)N(C(F)(F)C(F)(F)C(F)(F)C(F)(F)C(F)(F)F)C(F)(F)C(F)(F)C(F)(F)C(F)(F)C(F)(F)F. Product: [Cl:2][C:3]1[CH:4]=[C:5]2[C:10](=[CH:11][C:12]=1[C:13]([CH3:16])([CH3:17])[CH2:14][NH:15][C:32](=[O:33])[C:31]1[CH:35]=[CH:36][C:28]([Cl:27])=[CH:29][CH:30]=1)[O:9][CH:8]([C:18]([F:21])([F:20])[F:19])[C:7]([C:22]([O:24][CH2:25][CH3:26])=[O:23])=[CH:6]2. The catalyst class is: 298. (9) Reactant: C1N=CN([C:6]([N:8]2[CH:12]=N[CH:10]=[CH:9]2)=[O:7])C=1.[N:13]1[CH:18]=[CH:17][CH:16]=[C:15]([CH2:19][OH:20])[CH:14]=1.[C:21](C1CNC1)#[CH:22].C(N(CC)CC)C.C1CCN2C(=NCCC2)CC1. Product: [C:21]([CH:10]1[CH2:9][N:8]([C:6]([O:20][CH2:19][C:15]2[CH:14]=[N:13][CH:18]=[CH:17][CH:16]=2)=[O:7])[CH2:12]1)#[CH:22]. The catalyst class is: 56.